From a dataset of Forward reaction prediction with 1.9M reactions from USPTO patents (1976-2016). Predict the product of the given reaction. (1) Given the reactants C(O[C:4](=[O:15])[C:5]([N:10]1[CH:14]=[CH:13][N:12]=[CH:11]1)=[CH:6][N:7](C)C)C.[NH:16]([C:18]1[CH:23]=[C:22]([CH3:24])[CH:21]=[CH:20][N:19]=1)N.C12(CS(O)(=O)=O)C(C)(C)C(CC1)CC2=O, predict the reaction product. The product is: [N:10]1([C:5]2[C:4](=[O:15])[N:16]([C:18]3[CH:23]=[C:22]([CH3:24])[CH:21]=[CH:20][N:19]=3)[NH:7][CH:6]=2)[CH:14]=[CH:13][N:12]=[CH:11]1. (2) Given the reactants [CH3:1][O:2][C:3]1[CH:4]=[C:5]2[C:10](=[CH:11][C:12]=1[O:13][CH3:14])[N:9]=[CH:8][N:7]=[C:6]2[O:15][C:16]1[CH:22]=[CH:21][C:19]([NH2:20])=[CH:18][CH:17]=1.C(N(CC)CC)C.ClC(Cl)(O[C:34](=[O:40])OC(Cl)(Cl)Cl)Cl.[CH3:42][N:43]([CH3:47])[CH2:44][CH2:45][NH2:46], predict the reaction product. The product is: [CH3:1][O:2][C:3]1[CH:4]=[C:5]2[C:10](=[CH:11][C:12]=1[O:13][CH3:14])[N:9]=[CH:8][N:7]=[C:6]2[O:15][C:16]1[CH:22]=[CH:21][C:19]([NH:20][C:34]([NH:46][CH2:45][CH2:44][N:43]([CH3:47])[CH3:42])=[O:40])=[CH:18][CH:17]=1. (3) Given the reactants [BH4-].[Na+].[CH3:3][C:4]1[CH:5]=[C:6]([C:11](=[O:13])[CH3:12])[CH:7]=[C:8]([CH3:10])[CH:9]=1, predict the reaction product. The product is: [CH3:3][C:4]1[CH:5]=[C:6]([CH:11]([OH:13])[CH3:12])[CH:7]=[C:8]([CH3:10])[CH:9]=1. (4) Given the reactants Cl[C:2]1[C:7]([C:8]([F:11])([F:10])[F:9])=[CH:6][C:5]([N+:12]([O-:14])=[O:13])=[CH:4][C:3]=1[N+:15]([O-:17])=[O:16].[CH2:18]([O:25][C:26](=[O:38])[CH2:27][C:28]([O:30][CH2:31][C:32]1[CH:37]=[CH:36][CH:35]=[CH:34][CH:33]=1)=[O:29])[C:19]1[CH:24]=[CH:23][CH:22]=[CH:21][CH:20]=1.[H-].[Na+], predict the reaction product. The product is: [CH2:31]([O:30][C:28](=[O:29])[CH:27]([C:2]1[C:7]([C:8]([F:11])([F:10])[F:9])=[CH:6][C:5]([N+:12]([O-:14])=[O:13])=[CH:4][C:3]=1[N+:15]([O-:17])=[O:16])[C:26]([O:25][CH2:18][C:19]1[CH:24]=[CH:23][CH:22]=[CH:21][CH:20]=1)=[O:38])[C:32]1[CH:33]=[CH:34][CH:35]=[CH:36][CH:37]=1. (5) Given the reactants [NH2:1][C:2]1[C:10]([CH3:11])=[CH:9][C:8]([F:12])=[CH:7][C:3]=1[C:4]([NH2:6])=[O:5].[C:13]1(=O)[O:19][C:17](=[O:18])[CH2:16][CH2:15][CH2:14]1, predict the reaction product. The product is: [F:12][C:8]1[CH:7]=[C:3]2[C:2](=[C:10]([CH3:11])[CH:9]=1)[N:1]=[C:13]([CH2:14][CH2:15][CH2:16][C:17]([OH:19])=[O:18])[NH:6][C:4]2=[O:5]. (6) Given the reactants [CH3:1][NH:2][C:3]1N=C(C(O)=O)C=C(CCC)N=1.[CH2:15]([C:19]1[N:24]=[C:23](S(C)(=O)=O)[N:22]=[C:21]([C:29]([OH:31])=[O:30])[CH:20]=1)[CH:16]([CH3:18])[CH3:17].CNC, predict the reaction product. The product is: [CH3:1][N:2]([CH3:3])[C:23]1[N:22]=[C:21]([C:29]([OH:31])=[O:30])[CH:20]=[C:19]([CH2:15][CH:16]([CH3:18])[CH3:17])[N:24]=1. (7) Given the reactants C(OC([N:8]1[CH2:13][CH2:12][N:11]([C:14](=[O:22])[C:15]2[CH:20]=[CH:19][CH:18]=[C:17]([F:21])[CH:16]=2)[CH2:10][CH2:9]1)=O)(C)(C)C.[ClH:23], predict the reaction product. The product is: [ClH:23].[F:21][C:17]1[CH:16]=[C:15]([C:14]([N:11]2[CH2:10][CH2:9][NH:8][CH2:13][CH2:12]2)=[O:22])[CH:20]=[CH:19][CH:18]=1. (8) The product is: [C:20]([C:17]([C:13]1[CH:12]=[C:11]([CH:16]=[CH:15][CH:14]=1)[C:10]([N:9]([C:4]1[CH:5]=[CH:6][C:7]([CH3:8])=[C:2]([N:38]2[CH2:37][C:36]3[C:40](=[CH:41][C:33]([O:32][CH3:31])=[CH:34][CH:35]=3)[C:39]2=[O:42])[CH:3]=1)[CH2:23][O:24][CH2:25][CH2:26][Si:27]([CH3:30])([CH3:29])[CH3:28])=[O:22])([CH3:19])[CH3:18])#[N:21]. Given the reactants Br[C:2]1[CH:3]=[C:4]([N:9]([CH2:23][O:24][CH2:25][CH2:26][Si:27]([CH3:30])([CH3:29])[CH3:28])[C:10](=[O:22])[C:11]2[CH:16]=[CH:15][CH:14]=[C:13]([C:17]([C:20]#[N:21])([CH3:19])[CH3:18])[CH:12]=2)[CH:5]=[CH:6][C:7]=1[CH3:8].[CH3:31][O:32][C:33]1[CH:41]=[C:40]2[C:36]([CH2:37][NH:38][C:39]2=[O:42])=[CH:35][CH:34]=1.CC1(C)C2C(=C(P(C3C=CC=CC=3)C3C=CC=CC=3)C=CC=2)OC2C(P(C3C=CC=CC=3)C3C=CC=CC=3)=CC=CC1=2.[O-]P([O-])([O-])=O.[K+].[K+].[K+], predict the reaction product.